Predict the reaction yield, written as a fraction of the theoretical maximum amount of product (1.0 means a 100% yield; for example, 0.34 means a 34% yield). From a dataset of Reaction yield outcomes from USPTO patents with 853,638 reactions. The reactants are FC(F)(F)C(O)=O.[Cl:8][C:9]1[CH:14]=[C:13]2[NH:15][C:16](=[O:38])[C:17]3([CH:21]([C:22]4[CH:27]=[CH:26][CH:25]=[C:24]([Cl:28])[C:23]=4[F:29])[CH:20]([C:30]([OH:32])=O)[NH:19][CH:18]3[CH2:33][C:34]([CH3:37])([CH3:36])[CH3:35])[C:12]2=[CH:11][CH:10]=1.C(N(C(C)C)CC)(C)C.C1(P(Cl)(C2C=CC=CC=2)=O)C=CC=CC=1.[CH3:63][O:64][C:65]1[CH:71]=[C:70]([N:72]2[CH2:77][CH2:76][O:75][CH2:74][CH2:73]2)[CH:69]=[CH:68][C:66]=1[NH2:67]. No catalyst specified. The product is [CH3:63][O:64][C:65]1[CH:71]=[C:70]([N:72]2[CH2:73][CH2:74][O:75][CH2:76][CH2:77]2)[CH:69]=[CH:68][C:66]=1[NH:67][C:30]([CH:20]1[NH:19][CH:18]([CH2:33][C:34]([CH3:35])([CH3:37])[CH3:36])[C:17]2([C:12]3[C:13](=[CH:14][C:9]([Cl:8])=[CH:10][CH:11]=3)[NH:15][C:16]2=[O:38])[CH:21]1[C:22]1[CH:27]=[CH:26][CH:25]=[C:24]([Cl:28])[C:23]=1[F:29])=[O:32]. The yield is 0.460.